From a dataset of Peptide-MHC class I binding affinity with 185,985 pairs from IEDB/IMGT. Regression. Given a peptide amino acid sequence and an MHC pseudo amino acid sequence, predict their binding affinity value. This is MHC class I binding data. (1) The peptide sequence is MGMNAYFAY. The MHC is HLA-B15:01 with pseudo-sequence HLA-B15:01. The binding affinity (normalized) is 0.619. (2) The peptide sequence is ISIIVLFQR. The MHC is HLA-A68:01 with pseudo-sequence HLA-A68:01. The binding affinity (normalized) is 0.891. (3) The peptide sequence is APPHGGIAF. The MHC is HLA-A11:01 with pseudo-sequence HLA-A11:01. The binding affinity (normalized) is 0.0847. (4) The peptide sequence is ATSTGNYNYK. The MHC is HLA-A68:01 with pseudo-sequence HLA-A68:01. The binding affinity (normalized) is 0.791. (5) The peptide sequence is RALGGLACD. The MHC is HLA-B15:03 with pseudo-sequence HLA-B15:03. The binding affinity (normalized) is 0. (6) The peptide sequence is VLIVMLLFA. The MHC is HLA-A02:06 with pseudo-sequence HLA-A02:06. The binding affinity (normalized) is 0.165.